From a dataset of Forward reaction prediction with 1.9M reactions from USPTO patents (1976-2016). Predict the product of the given reaction. Given the reactants C(OC(=O)[NH:10][CH2:11][CH2:12][CH:13]([C:28]1[CH:33]=[CH:32][C:31]([Cl:34])=[CH:30][CH:29]=1)[NH:14][C:15]([C:17]1[CH:26]=[C:25]2[C:20]([C:21](=[O:27])[NH:22][CH:23]=[N:24]2)=[CH:19][CH:18]=1)=[O:16])C1C=CC=CC=1.Cl.O1CCOCC1, predict the reaction product. The product is: [ClH:34].[NH2:10][CH2:11][CH2:12][CH:13]([NH:14][C:15]([C:17]1[CH:26]=[C:25]2[C:20]([C:21](=[O:27])[NH:22][CH:23]=[N:24]2)=[CH:19][CH:18]=1)=[O:16])[C:28]1[CH:29]=[CH:30][C:31]([Cl:34])=[CH:32][CH:33]=1.